Dataset: Catalyst prediction with 721,799 reactions and 888 catalyst types from USPTO. Task: Predict which catalyst facilitates the given reaction. (1) Reactant: [C:1]([C:3]1[N:8]=[CH:7][C:6]([NH:9][C@H:10]([CH2:14][CH:15]2[CH2:17][CH2:16]2)[C:11]([NH2:13])=[O:12])=[CH:5][C:4]=1[NH:18][C:19]1[S:23][N:22]=[C:21]([CH3:24])[CH:20]=1)#[N:2].[OH-].[Na+].OO.CC(O)=[O:31]. Product: [NH2:13][C:11](=[O:12])[C@H:10]([NH:9][C:6]1[CH:5]=[C:4]([NH:18][C:19]2[S:23][N:22]=[C:21]([CH3:24])[CH:20]=2)[C:3]([C:1]([NH2:2])=[O:31])=[N:8][CH:7]=1)[CH2:14][CH:15]1[CH2:17][CH2:16]1. The catalyst class is: 593. (2) Product: [Cl:12][C:9]1[CH:10]=[C:11]2[C:6](=[CH:7][CH:8]=1)[N:5]=[CH:4][C:3]([N+:13]([O-:15])=[O:14])=[C:2]2[NH:16][C:17]1[CH:18]=[CH:19][C:20]([C:23]([CH3:27])([CH3:26])[C:24]#[N:25])=[CH:21][CH:22]=1. Reactant: Cl[C:2]1[C:11]2[C:6](=[CH:7][CH:8]=[C:9]([Cl:12])[CH:10]=2)[N:5]=[CH:4][C:3]=1[N+:13]([O-:15])=[O:14].[NH2:16][C:17]1[CH:22]=[CH:21][C:20]([C:23]([CH3:27])([CH3:26])[C:24]#[N:25])=[CH:19][CH:18]=1.O. The catalyst class is: 15. (3) Reactant: Cl[C:2]1[C:7]([N+:8]([O-:10])=[O:9])=[CH:6][CH:5]=[CH:4][N:3]=1.C([O-])([O-])=O.[K+].[K+].[C:17]([CH2:19]C(OC(C)(C)C)=O)#[N:18]. Product: [N+:8]([C:7]1[C:2]([CH2:19][C:17]#[N:18])=[N:3][CH:4]=[CH:5][CH:6]=1)([O-:10])=[O:9]. The catalyst class is: 1. (4) Reactant: [N:1]1[N:5]2[CH:6]=[CH:7][CH:8]=[CH:9][C:4]2=[C:3]([C:10]([OH:12])=O)[CH:2]=1.CN(C)C=O.C(Cl)(=O)C(Cl)=O.[Cl:24][C:25]1[N:30]=[CH:29][C:28]([C:31]2[N:32]=[C:33]([O:41][CH2:42][CH2:43][O:44][CH3:45])[C:34]3[CH2:40][NH:39][CH2:38][CH2:37][C:35]=3[N:36]=2)=[CH:27][CH:26]=1. Product: [Cl:24][C:25]1[N:30]=[CH:29][C:28]([C:31]2[N:32]=[C:33]([O:41][CH2:42][CH2:43][O:44][CH3:45])[C:34]3[CH2:40][N:39]([C:10]([C:3]4[CH:2]=[N:1][N:5]5[CH:6]=[CH:7][CH:8]=[CH:9][C:4]=45)=[O:12])[CH2:38][CH2:37][C:35]=3[N:36]=2)=[CH:27][CH:26]=1. The catalyst class is: 2.